This data is from Peptide-MHC class I binding affinity with 185,985 pairs from IEDB/IMGT. The task is: Regression. Given a peptide amino acid sequence and an MHC pseudo amino acid sequence, predict their binding affinity value. This is MHC class I binding data. (1) The peptide sequence is SEELSFTVV. The MHC is HLA-A02:01 with pseudo-sequence HLA-A02:01. The binding affinity (normalized) is 0. (2) The peptide sequence is ACPLPHRL. The MHC is Mamu-A01 with pseudo-sequence Mamu-A01. The binding affinity (normalized) is 0.351. (3) The peptide sequence is AAAQGQAPL. The MHC is HLA-A80:01 with pseudo-sequence HLA-A80:01. The binding affinity (normalized) is 0.0847. (4) The peptide sequence is FCVKVLAPY. The MHC is HLA-B35:01 with pseudo-sequence HLA-B35:01. The binding affinity (normalized) is 0.787.